From a dataset of Catalyst prediction with 721,799 reactions and 888 catalyst types from USPTO. Predict which catalyst facilitates the given reaction. (1) Reactant: C(OC(=O)[NH:7][CH2:8][CH2:9][CH2:10][N:11]([CH:21]([C:24]1[N:25]([CH2:35][C:36]2[CH:41]=[CH:40][CH:39]=[CH:38][CH:37]=2)[C:26](=[O:34])[C:27]2[C:32]([CH3:33])=[N:31][S:30][C:28]=2[N:29]=1)[CH2:22][CH3:23])[C:12](=[O:20])[C:13]1[CH:18]=[CH:17][C:16]([Cl:19])=[CH:15][CH:14]=1)(C)(C)C.C(O)(C(F)(F)F)=O. Product: [NH2:7][CH2:8][CH2:9][CH2:10][N:11]([CH:21]([C:24]1[N:25]([CH2:35][C:36]2[CH:37]=[CH:38][CH:39]=[CH:40][CH:41]=2)[C:26](=[O:34])[C:27]2[C:32]([CH3:33])=[N:31][S:30][C:28]=2[N:29]=1)[CH2:22][CH3:23])[C:12](=[O:20])[C:13]1[CH:14]=[CH:15][C:16]([Cl:19])=[CH:17][CH:18]=1. The catalyst class is: 2. (2) Reactant: CC([CH:5]1[C:11]2[CH:12]=[CH:13][C:14]([NH:16][C:17]([C:19]3[CH:24]=[CH:23][N:22]=[CH:21][CH:20]=3)=[O:18])=[CH:15][C:10]=2[CH2:9][CH2:8][N:7](C([O-])=O)[CH2:6]1)(C)C.FC(F)(F)C(O)=O. Product: [CH2:5]1[C:11]2[CH:12]=[CH:13][C:14]([NH:16][C:17]([C:19]3[CH:24]=[CH:23][N:22]=[CH:21][CH:20]=3)=[O:18])=[CH:15][C:10]=2[CH2:9][CH2:8][NH:7][CH2:6]1. The catalyst class is: 4.